This data is from Catalyst prediction with 721,799 reactions and 888 catalyst types from USPTO. The task is: Predict which catalyst facilitates the given reaction. (1) Reactant: ClC1[CH:7]=[CH:6][C:5]([NH:8][C:9](=[O:22])[NH:10][CH:11]([CH2:15]C2C=CC=CC=2)[C:12](O)=O)=[CH:4][CH:3]=1.C1C=C[C:26]2N(O)N=[N:29][C:27]=2C=1.CC[N:35]=C=NCCCN(C)C.CN1CCOCC1. Product: [CH3:26][C:27]1[N:10]2[C:9](=[O:22])[N:8]([CH:5]3[CH2:4][CH2:3][NH:35][CH2:7][CH2:6]3)[CH2:12][C:11]2=[CH:15][N:29]=1. The catalyst class is: 3. (2) Reactant: CC(OI1(OC(C)=O)(OC(C)=O)OC(=O)C2C=CC=CC1=2)=O.[OH:23][CH:24]([C:28]1[C:41]2[C:32](=[C:33]3[CH2:44][CH2:43][CH2:42][N:35]4[CH2:36][CH2:37][CH2:38][C:39]([CH:40]=2)=[C:34]34)[O:31][C:30](=[O:45])[CH:29]=1)[CH:25]([CH3:27])[CH3:26]. Product: [C:24]([C:28]1[C:41]2[C:32](=[C:33]3[CH2:44][CH2:43][CH2:42][N:35]4[CH2:36][CH2:37][CH2:38][C:39]([CH:40]=2)=[C:34]34)[O:31][C:30](=[O:45])[CH:29]=1)(=[O:23])[CH:25]([CH3:27])[CH3:26]. The catalyst class is: 2. (3) Reactant: C(NC(C)C)(C)C.[Li][CH2:9][CH2:10][CH2:11][CH3:12].[Cl:13][C:14]1[CH:15]=[C:16]([C:24]2[O:28][N:27]=[C:26]([C:29]3[C:30](C)=[C:31]([CH:34]=[CH:35][CH:36]=3)[C:32]#[N:33])[N:25]=2)[CH:17]=[CH:18][C:19]=1[O:20][CH:21]([CH3:23])[CH3:22].C(Br)C=C.Cl.CCCC(C)C. Product: [CH2:9]([C:30]1[C:29]([C:26]2[N:25]=[C:24]([C:16]3[CH:17]=[CH:18][C:19]([O:20][CH:21]([CH3:22])[CH3:23])=[C:14]([Cl:13])[CH:15]=3)[O:28][N:27]=2)=[CH:36][CH:35]=[CH:34][C:31]=1[C:32]#[N:33])[CH2:10][CH:11]=[CH2:12]. The catalyst class is: 76. (4) Reactant: [CH2:1]([N:8]([CH2:20][C:21]1[CH:26]=[CH:25][CH:24]=[C:23]([O:27][CH3:28])[CH:22]=1)[CH2:9][CH:10]([C:12]1[CH:17]=[CH:16][C:15]([O:18][CH3:19])=[CH:14][CH:13]=1)O)[C:2]1[CH:7]=[CH:6][CH:5]=[CH:4][CH:3]=1.C(O)(C(F)(F)F)=O. Product: [CH2:1]([N:8]1[CH2:9][CH:10]([C:12]2[CH:17]=[CH:16][C:15]([O:18][CH3:19])=[CH:14][CH:13]=2)[C:26]2[C:21](=[CH:22][C:23]([O:27][CH3:28])=[CH:24][CH:25]=2)[CH2:20]1)[C:2]1[CH:7]=[CH:6][CH:5]=[CH:4][CH:3]=1. The catalyst class is: 2. (5) Reactant: [CH2:1]([NH:8][CH2:9][CH:10]([OH:15])[C:11]([F:14])([F:13])[F:12])[C:2]1[CH:7]=[CH:6][CH:5]=[CH:4][CH:3]=1.C(N(CC)CC)C.[Br:23][CH:24]([CH3:28])[C:25](Cl)=[O:26]. Product: [CH2:1]([N:8]([CH2:9][CH:10]([OH:15])[C:11]([F:14])([F:13])[F:12])[C:25](=[O:26])[CH:24]([Br:23])[CH3:28])[C:2]1[CH:3]=[CH:4][CH:5]=[CH:6][CH:7]=1. The catalyst class is: 2. (6) Reactant: C1CCCCC=1.CSC.[BH3:10].[CH2:11]([NH:14][C:15](=[O:24])[O:16][CH2:17][C:18]1[CH:23]=[CH:22][CH:21]=[CH:20][CH:19]=1)[C:12]#[CH:13].[OH2:25].[OH2:26].C[N+]([O-])(C)C. Product: [CH2:17]([O:16][C:15]([NH:14][CH2:11]/[CH:12]=[CH:13]/[B:10]([OH:26])[OH:25])=[O:24])[C:18]1[CH:19]=[CH:20][CH:21]=[CH:22][CH:23]=1. The catalyst class is: 332. (7) Reactant: [OH:1][CH2:2][CH2:3][NH:4][C:5]1[CH:10]=[C:9]([C:11]2[CH:16]=[CH:15][CH:14]=[C:13]([C:17]([F:20])([F:19])[F:18])[CH:12]=2)[N:8]=[C:7]([C:21]#[N:22])[N:6]=1.CC(OI1(OC(C)=O)(OC(C)=O)OC(=O)C2C=CC=CC1=2)=O. Product: [O:1]=[CH:2][CH2:3][NH:4][C:5]1[CH:10]=[C:9]([C:11]2[CH:16]=[CH:15][CH:14]=[C:13]([C:17]([F:19])([F:18])[F:20])[CH:12]=2)[N:8]=[C:7]([C:21]#[N:22])[N:6]=1. The catalyst class is: 4. (8) Reactant: [Br:1][C:2]1[C:3]([C:7]#[N:8])=[N:4][NH:5][CH:6]=1.[CH2:9]([O:11][C:12](=[O:20])[C:13]1[CH:18]=[CH:17][C:16](F)=[CH:15][CH:14]=1)[CH3:10].C(=O)([O-])[O-].[Cs+].[Cs+].O. Product: [CH2:9]([O:11][C:12](=[O:20])[C:13]1[CH:18]=[CH:17][C:16]([N:5]2[CH:6]=[C:2]([Br:1])[C:3]([C:7]#[N:8])=[N:4]2)=[CH:15][CH:14]=1)[CH3:10]. The catalyst class is: 9. (9) Reactant: [CH:1]1([NH:4][C:5]([C:7]2[CH:8]=[CH:9][C:10]([CH3:30])=[C:11]([C:13]3[C:14]([C:27]([OH:29])=O)=[CH:15][C:16]([C:19]([NH:21][CH2:22][C:23]([CH3:26])([CH3:25])[CH3:24])=[O:20])=[CH:17][CH:18]=3)[CH:12]=2)=[O:6])[CH2:3][CH2:2]1.CN(C(O[N:39]1N=[N:46][C:41]2C=[CH:43][CH:44]=[CH:45][C:40]1=2)=[N+](C)C)C.F[P-](F)(F)(F)(F)F.CCN(CC)CC.N1C=CC=C(N)C=1. Product: [CH:1]1([NH:4][C:5]([C:7]2[CH:12]=[C:11]([C:13]3[C:14]([C:27]([NH:39][C:40]4[CH:41]=[N:46][CH:43]=[CH:44][CH:45]=4)=[O:29])=[CH:15][C:16]([C:19]([NH:21][CH2:22][C:23]([CH3:24])([CH3:25])[CH3:26])=[O:20])=[CH:17][CH:18]=3)[C:10]([CH3:30])=[CH:9][CH:8]=2)=[O:6])[CH2:3][CH2:2]1. The catalyst class is: 3.